Dataset: Reaction yield outcomes from USPTO patents with 853,638 reactions. Task: Predict the reaction yield, written as a fraction of the theoretical maximum amount of product (1.0 means a 100% yield; for example, 0.34 means a 34% yield). (1) The reactants are O[NH:2][C:3]([C:5]1[O:6][C:7]([C:10]2[CH:15]=[CH:14][C:13]([C:16]3[CH:21]=[CH:20][C:19]([C:22](=[NH:25])[NH:23]O)=[CH:18][CH:17]=3)=[CH:12][CH:11]=2)=[CH:8][CH:9]=1)=[NH:4].[C:26]([O:29]C(=O)C)(=[O:28])[CH3:27]. The yield is 0.710. The catalyst is C(O)(=O)C.[Pd]. The product is [C:26]([OH:29])(=[O:28])[CH3:27].[C:22]([C:19]1[CH:18]=[CH:17][C:16]([C:13]2[CH:14]=[CH:15][C:10]([C:7]3[O:6][C:5]([C:3]([NH2:4])=[NH:2])=[CH:9][CH:8]=3)=[CH:11][CH:12]=2)=[CH:21][CH:20]=1)(=[NH:23])[NH2:25]. (2) The reactants are [CH2:1]([N:8]1[CH:16]=[C:15]2[C:10]([CH:11]=[C:12]([C:17]3[CH:18]=[C:19]([C:27]4[CH2:28][CH2:29][NH:30][CH2:31][CH:32]=4)[N:20]4[C:25]=3[C:24]([NH2:26])=[N:23][CH:22]=[N:21]4)[CH:13]=[CH:14]2)=[N:9]1)[C:2]1[CH:7]=[CH:6][CH:5]=[CH:4][CH:3]=1.[CH3:33][N:34]([CH3:39])[CH2:35][C:36](O)=[O:37].CCN=C=NCCCN(C)C.Cl.C1C=CC2N(O)N=NC=2C=1.C(N(CC)C(C)C)(C)C. The catalyst is CN(C=O)C. The product is [CH2:1]([N:8]1[CH:16]=[C:15]2[C:10]([CH:11]=[C:12]([C:17]3[CH:18]=[C:19]([C:27]4[CH2:28][CH2:29][N:30]([C:36](=[O:37])[CH2:35][N:34]([CH3:39])[CH3:33])[CH2:31][CH:32]=4)[N:20]4[C:25]=3[C:24]([NH2:26])=[N:23][CH:22]=[N:21]4)[CH:13]=[CH:14]2)=[N:9]1)[C:2]1[CH:3]=[CH:4][CH:5]=[CH:6][CH:7]=1. The yield is 0.200. (3) The reactants are [Cl-].O[NH3+:3].[C:4](=[O:7])([O-])[OH:5].[Na+].CS(C)=O.[O:13]=[C:14]1[C:19]([CH2:20][C:21]2[CH:26]=[CH:25][C:24]([C:27]3[C:28]([C:33]#[N:34])=[CH:29][CH:30]=[CH:31][CH:32]=3)=[CH:23][CH:22]=2)=[C:18]([CH2:35][CH2:36][CH3:37])[N:17]2[N:38]=[CH:39][CH:40]=[C:16]2[N:15]1[C@H:41]1[CH2:46][CH2:45][C@H:44]([O:47][CH2:48][CH:49]([OH:54])[C:50]([F:53])([F:52])[F:51])[CH2:43][CH2:42]1. The catalyst is C(OCC)(=O)C. The product is [O:7]=[C:4]1[O:5][N:3]=[C:33]([C:28]2[CH:29]=[CH:30][CH:31]=[CH:32][C:27]=2[C:24]2[CH:25]=[CH:26][C:21]([CH2:20][C:19]3[C:14](=[O:13])[N:15]([C@H:41]4[CH2:46][CH2:45][C@H:44]([O:47][CH2:48][CH:49]([OH:54])[C:50]([F:53])([F:52])[F:51])[CH2:43][CH2:42]4)[C:16]4[N:17]([N:38]=[CH:39][CH:40]=4)[C:18]=3[CH2:35][CH2:36][CH3:37])=[CH:22][CH:23]=2)[NH:34]1. The yield is 0.720.